The task is: Predict the product of the given reaction.. This data is from Forward reaction prediction with 1.9M reactions from USPTO patents (1976-2016). (1) Given the reactants [H-].[Na+].[CH3:3][CH:4]1[CH2:9][CH2:8][N:7]([C:10]([C:12]2[CH:20]=[CH:19][C:18]3[NH:17][C:16]4[CH2:21][CH2:22][N:23]([C:25]([O:27][C:28]([CH3:31])([CH3:30])[CH3:29])=[O:26])[CH2:24][C:15]=4[C:14]=3[CH:13]=2)=[O:11])[CH2:6][CH2:5]1.Cl[CH2:33][C:34]1[CH:39]=[CH:38][C:37]([S:40][CH3:41])=[CH:36][CH:35]=1, predict the reaction product. The product is: [CH3:3][CH:4]1[CH2:9][CH2:8][N:7]([C:10]([C:12]2[CH:20]=[CH:19][C:18]3[N:17]([CH2:33][C:34]4[CH:39]=[CH:38][C:37]([S:40][CH3:41])=[CH:36][CH:35]=4)[C:16]4[CH2:21][CH2:22][N:23]([C:25]([O:27][C:28]([CH3:30])([CH3:29])[CH3:31])=[O:26])[CH2:24][C:15]=4[C:14]=3[CH:13]=2)=[O:11])[CH2:6][CH2:5]1. (2) Given the reactants [Cl:1][C:2]1[CH:7]=[C:6]([NH:8][C:9]([C:11]2[C:16]([NH2:17])=[CH:15][CH:14]=[C:13]([CH3:18])[N:12]=2)=[O:10])[CH:5]=[CH:4][N:3]=1.Br[C:20]1[CH:21]=[N:22][CH:23]=[CH:24][CH:25]=1.C(=O)([O-])[O-].[Cs+].[Cs+].CC1(C)C2C(=C(P(C3C=CC=CC=3)C3C=CC=CC=3)C=CC=2)OC2C(P(C3C=CC=CC=3)C3C=CC=CC=3)=CC=CC1=2.C(Cl)(Cl)Cl, predict the reaction product. The product is: [Cl:1][C:2]1[CH:7]=[C:6]([NH:8][C:9]([C:11]2[C:16]([NH:17][C:20]3[CH:21]=[N:22][CH:23]=[CH:24][CH:25]=3)=[CH:15][CH:14]=[C:13]([CH3:18])[N:12]=2)=[O:10])[CH:5]=[CH:4][N:3]=1. (3) Given the reactants [CH:1]1([NH:4][C:5]([NH:7][C:8]2[CH:13]=[CH:12][C:11]([C:14]3[N:19]=[C:18]([C:20]([O:22]C)=[O:21])[CH:17]=[C:16]([N:24]4[CH2:29][CH2:28][O:27][CH2:26][C@@H:25]4[CH3:30])[N:15]=3)=[CH:10][CH:9]=2)=[O:6])[CH2:3][CH2:2]1.[OH-].[Na+].C1COCC1, predict the reaction product. The product is: [CH:1]1([NH:4][C:5]([NH:7][C:8]2[CH:13]=[CH:12][C:11]([C:14]3[N:19]=[C:18]([C:20]([OH:22])=[O:21])[CH:17]=[C:16]([N:24]4[CH2:29][CH2:28][O:27][CH2:26][C@@H:25]4[CH3:30])[N:15]=3)=[CH:10][CH:9]=2)=[O:6])[CH2:3][CH2:2]1. (4) Given the reactants Br[C:2]1[CH:3]=[C:4]([C:13]([O:16][CH3:17])=[CH:14][CH:15]=1)[CH2:5][CH:6]1[CH2:10][O:9][C:8]([CH3:12])([CH3:11])[O:7]1.[NH:18]1[CH2:23][CH2:22][CH2:21][CH2:20][CH2:19]1.CC(C)([O-])C.[Na+].O, predict the reaction product. The product is: [N:18]1([C:2]2[CH:3]=[C:4]([C:13]([O:16][CH3:17])=[CH:14][CH:15]=2)[CH2:5][CH:6]2[CH2:10][O:9][C:8]([CH3:12])([CH3:11])[O:7]2)[CH2:23][CH2:22][CH2:21][CH2:20][CH2:19]1. (5) Given the reactants [C:1]([O:4][CH:5]1[C:9]2=[N:10][CH:11]=[C:12]([NH2:29])[C:13]([N:14]3[CH2:19][C@H:18]([CH3:20])[CH2:17][C@H:16]([NH:21][C:22]([O:24][C:25]([CH3:28])([CH3:27])[CH3:26])=[O:23])[CH2:15]3)=[C:8]2[CH2:7][CH2:6]1)(=[O:3])[CH3:2].[F:30][C:31]1[CH:36]=[C:35]([O:37][CH:38]2[CH2:43][CH2:42][CH2:41][O:40][CH2:39]2)[CH:34]=[C:33]([F:44])[C:32]=1[C:45]1[N:50]=[C:49]([C:51](O)=[O:52])[CH:48]=[CH:47][C:46]=1[F:54].CN(C(ON1N=NC2C=CC=NC1=2)=[N+](C)C)C.F[P-](F)(F)(F)(F)F.CCN(C(C)C)C(C)C, predict the reaction product. The product is: [C:1]([O:4][CH:5]1[C:9]2=[N:10][CH:11]=[C:12]([NH:29][C:51]([C:49]3[CH:48]=[CH:47][C:46]([F:54])=[C:45]([C:32]4[C:31]([F:30])=[CH:36][C:35]([O:37][CH:38]5[CH2:43][CH2:42][CH2:41][O:40][CH2:39]5)=[CH:34][C:33]=4[F:44])[N:50]=3)=[O:52])[C:13]([N:14]3[CH2:19][C@H:18]([CH3:20])[CH2:17][C@H:16]([NH:21][C:22]([O:24][C:25]([CH3:28])([CH3:27])[CH3:26])=[O:23])[CH2:15]3)=[C:8]2[CH2:7][CH2:6]1)(=[O:3])[CH3:2]. (6) Given the reactants C(OC([NH:8][C@H:9]([CH2:14][S:15][CH2:16][CH2:17][CH2:18][C:19]1[CH:24]=[CH:23][C:22]([C:25]#[N:26])=[CH:21][CH:20]=1)[C:10]([O:12][CH3:13])=[O:11])=O)(C)(C)C.[ClH:27], predict the reaction product. The product is: [ClH:27].[NH2:8][C@H:9]([CH2:14][S:15][CH2:16][CH2:17][CH2:18][C:19]1[CH:24]=[CH:23][C:22]([C:25]#[N:26])=[CH:21][CH:20]=1)[C:10]([O:12][CH3:13])=[O:11]. (7) Given the reactants Br[C:2]1[CH:7]=[CH:6][C:5]([S:8]([CH2:11][CH3:12])(=[O:10])=[O:9])=[CH:4][CH:3]=1.[CH3:13][C@@H:14]1[CH2:18][CH2:17][CH2:16][N:15]1[CH2:19][CH2:20][C:21]1[CH:26]=[CH:25][C:24](B(O)O)=[CH:23][CH:22]=1, predict the reaction product. The product is: [CH2:11]([S:8]([C:5]1[CH:6]=[CH:7][C:2]([C:24]2[CH:23]=[CH:22][C:21]([CH2:20][CH2:19][N:15]3[CH2:16][CH2:17][CH2:18][C@H:14]3[CH3:13])=[CH:26][CH:25]=2)=[CH:3][CH:4]=1)(=[O:10])=[O:9])[CH3:12].